Dataset: Peptide-MHC class II binding affinity with 134,281 pairs from IEDB. Task: Regression. Given a peptide amino acid sequence and an MHC pseudo amino acid sequence, predict their binding affinity value. This is MHC class II binding data. (1) The peptide sequence is VGAATGAATAATGGY. The MHC is HLA-DQA10201-DQB10202 with pseudo-sequence HLA-DQA10201-DQB10202. The binding affinity (normalized) is 0.317. (2) The peptide sequence is ENCGTRGPSLRTTTV. The MHC is DRB1_0401 with pseudo-sequence DRB1_0401. The binding affinity (normalized) is 0. (3) The peptide sequence is KRQGPKQMLVGGVVL. The MHC is HLA-DQA10601-DQB10402 with pseudo-sequence HLA-DQA10601-DQB10402. The binding affinity (normalized) is 0.427. (4) The peptide sequence is GELQIVMKIDAAFKI. The MHC is DRB3_0202 with pseudo-sequence DRB3_0202. The binding affinity (normalized) is 0.0930. (5) The peptide sequence is ALGQGPQFIFQYYEEEERQRG. The MHC is DRB1_1501 with pseudo-sequence DRB1_1501. The binding affinity (normalized) is 0.638. (6) The peptide sequence is SEFAYGSFVRTVSLP. The MHC is DRB1_1501 with pseudo-sequence DRB1_1501. The binding affinity (normalized) is 0.428. (7) The peptide sequence is INAGFKAALAAAAGVPPADKY. The MHC is HLA-DPA10301-DPB10402 with pseudo-sequence HLA-DPA10301-DPB10402. The binding affinity (normalized) is 0.304. (8) The peptide sequence is EELIRLKIWYKSEVY. The MHC is DRB1_0101 with pseudo-sequence DRB1_0101. The binding affinity (normalized) is 0.426. (9) The peptide sequence is PGIAGFKGEQGPK. The MHC is DRB1_0401 with pseudo-sequence DRB1_0401. The binding affinity (normalized) is 0.446. (10) The peptide sequence is SLCLMMMLPATLAFH. The MHC is DRB1_0802 with pseudo-sequence DRB1_0802. The binding affinity (normalized) is 0.795.